Dataset: Peptide-MHC class I binding affinity with 185,985 pairs from IEDB/IMGT. Task: Regression. Given a peptide amino acid sequence and an MHC pseudo amino acid sequence, predict their binding affinity value. This is MHC class I binding data. (1) The peptide sequence is DYKECEWPL. The MHC is HLA-A02:06 with pseudo-sequence HLA-A02:06. The binding affinity (normalized) is 0.0847. (2) The peptide sequence is CLRIPMTDK. The MHC is HLA-A03:01 with pseudo-sequence HLA-A03:01. The binding affinity (normalized) is 0.633. (3) The peptide sequence is HAFLCLFLL. The MHC is HLA-A02:06 with pseudo-sequence HLA-A02:06. The binding affinity (normalized) is 0.982. (4) The peptide sequence is TIWAANAGV. The MHC is HLA-A68:02 with pseudo-sequence HLA-A68:02. The binding affinity (normalized) is 0.738. (5) The peptide sequence is CELSSHGDL. The MHC is HLA-B58:01 with pseudo-sequence HLA-B58:01. The binding affinity (normalized) is 0.213. (6) The peptide sequence is ELRSRYWAI. The binding affinity (normalized) is 0.0847. The MHC is HLA-A01:01 with pseudo-sequence HLA-A01:01. (7) The MHC is HLA-A02:02 with pseudo-sequence HLA-A02:02. The peptide sequence is LLKNMKQCT. The binding affinity (normalized) is 0.0598.